From a dataset of Reaction yield outcomes from USPTO patents with 853,638 reactions. Predict the reaction yield, written as a fraction of the theoretical maximum amount of product (1.0 means a 100% yield; for example, 0.34 means a 34% yield). The yield is 0.730. The reactants are [CH3:1][C:2]1[CH:3]=[C:4]([CH:6]=[C:7]([CH3:9])[CH:8]=1)[NH2:5].[Cl-].[Al+3].[Cl-].[Cl-].[C:14]1([C:31]2[CH:36]=[CH:35][CH:34]=[CH:33][CH:32]=2)[CH:19]=[CH:18][CH:17]=[CH:16][C:15]=1[C:20]1O[C:22]([C:25]2[CH:30]=[CH:29][CH:28]=[CH:27][CH:26]=2)=[N:23][N:24]=1.CN1C(=O)CCC1. The product is [C:14]1([C:31]2[CH:32]=[CH:33][CH:34]=[CH:35][CH:36]=2)[CH:19]=[CH:18][CH:17]=[CH:16][C:15]=1[C:20]1[N:5]([C:4]2[CH:6]=[C:7]([CH3:9])[CH:8]=[C:2]([CH3:1])[CH:3]=2)[C:22]([C:25]2[CH:26]=[CH:27][CH:28]=[CH:29][CH:30]=2)=[N:23][N:24]=1. The catalyst is C(OCC)(=O)C.O.